This data is from Catalyst prediction with 721,799 reactions and 888 catalyst types from USPTO. The task is: Predict which catalyst facilitates the given reaction. (1) Reactant: Cl[C:2]1[C:7]([C:8]([C:10]2[CH:15]=[CH:14][CH:13]=[CH:12][CH:11]=2)=O)=[CH:6][CH:5]=[C:4]([Cl:16])[N:3]=1.[CH3:17][NH:18][NH2:19]. Product: [Cl:16][C:4]1[N:3]=[C:2]2[N:18]([CH3:17])[N:19]=[C:8]([C:10]3[CH:15]=[CH:14][CH:13]=[CH:12][CH:11]=3)[C:7]2=[CH:6][CH:5]=1. The catalyst class is: 5. (2) Reactant: [F:1][C:2]([F:15])([F:14])[S:3](O[S:3]([C:2]([F:15])([F:14])[F:1])(=[O:5])=[O:4])(=[O:5])=[O:4].[Cl:16][C:17]1[CH:22]=[CH:21][C:20]([NH2:23])=[C:19]([O:24][C:25]2[CH:30]=[CH:29][C:28]([Cl:31])=[CH:27][C:26]=2[Cl:32])[CH:18]=1.O. Product: [Cl:16][C:17]1[CH:22]=[CH:21][C:20]([NH:23][S:3]([C:2]([F:15])([F:14])[F:1])(=[O:5])=[O:4])=[C:19]([O:24][C:25]2[CH:30]=[CH:29][C:28]([Cl:31])=[CH:27][C:26]=2[Cl:32])[CH:18]=1. The catalyst class is: 4. (3) Reactant: Br[C:2]1[CH:7]=[CH:6][C:5]([Br:8])=[CH:4][CH:3]=1.C([Li])CCC.[F:14][C:15]1[CH:29]=[CH:28][C:18]([CH:19]=[N:20][C@@H:21]([CH2:24][CH:25]([CH3:27])[CH3:26])[CH2:22][OH:23])=[CH:17][CH:16]=1.O. Product: [Br:8][C:5]1[CH:6]=[CH:7][C:2]([C@H:19]([NH:20][C@@H:21]([CH2:24][CH:25]([CH3:27])[CH3:26])[CH2:22][OH:23])[C:18]2[CH:17]=[CH:16][C:15]([F:14])=[CH:29][CH:28]=2)=[CH:3][CH:4]=1. The catalyst class is: 28. (4) Reactant: FC1C(O[C:9]([C:11]2[N:12]([CH2:19][CH:20]3[CH2:22][CH2:21]3)[CH:13]=[C:14]([N+:16]([O-:18])=[O:17])[CH:15]=2)=[O:10])=C(F)C(F)=C(F)C=1F.S(=O)(=O)(O)O.[NH2:32][CH2:33][C:34]#[N:35].C(N(CC)C(C)C)(C)C. Product: [C:33]([CH2:34][NH:35][C:9]([C:11]1[N:12]([CH2:19][CH:20]2[CH2:21][CH2:22]2)[CH:13]=[C:14]([N+:16]([O-:18])=[O:17])[CH:15]=1)=[O:10])#[N:32]. The catalyst class is: 3.